Dataset: Full USPTO retrosynthesis dataset with 1.9M reactions from patents (1976-2016). Task: Predict the reactants needed to synthesize the given product. (1) Given the product [CH2:1]([S:3]([NH:7][C:8]1[CH:9]=[C:10]([CH:15]=[CH:16][CH:17]=1)[C:11]([O:13][CH3:14])=[O:12])(=[O:5])=[O:4])[CH3:2], predict the reactants needed to synthesize it. The reactants are: [CH2:1]([S:3](Cl)(=[O:5])=[O:4])[CH3:2].[NH2:7][C:8]1[CH:9]=[C:10]([CH:15]=[CH:16][CH:17]=1)[C:11]([O:13][CH3:14])=[O:12].N1C=CC=CC=1. (2) Given the product [Cl:1][C:2]1[N:6]([CH2:23][O:24][CH2:25][CH2:26][Si:27]([CH3:30])([CH3:29])[CH3:28])[C:5]2[CH:7]=[CH:8][C:9]([C:11]([F:14])([F:13])[F:12])=[CH:10][C:4]=2[N:3]=1, predict the reactants needed to synthesize it. The reactants are: [Cl:1][C:2]1[NH:6][C:5]2[CH:7]=[CH:8][C:9]([C:11]([F:14])([F:13])[F:12])=[CH:10][C:4]=2[N:3]=1.C(N(CC)CC)C.Cl[CH2:23][O:24][CH2:25][CH2:26][Si:27]([CH3:30])([CH3:29])[CH3:28].O.